Predict the product of the given reaction. From a dataset of Forward reaction prediction with 1.9M reactions from USPTO patents (1976-2016). (1) Given the reactants CO[C:3]([C:5]1[C:6]([OH:38])=[C:7]2[C:12](=[C:13]([C:15]3[CH:16]=[N:17][C:18]([O:21][CH2:22][CH3:23])=[N:19][CH:20]=3)[N:14]=1)[N:11]([CH2:24][CH:25]1[CH2:30][CH2:29][CH2:28][CH2:27][CH2:26]1)[C:10](=[O:31])[C:9]([C:32]1[CH:37]=[CH:36][CH:35]=[CH:34][CH:33]=1)=[CH:8]2)=[O:4].[NH2:39][CH2:40][CH2:41][C:42]([OH:44])=[O:43].C[O-].[Na+], predict the reaction product. The product is: [CH:25]1([CH2:24][N:11]2[C:12]3[C:7](=[C:6]([OH:38])[C:5]([C:3]([NH:39][CH2:40][CH2:41][C:42]([OH:44])=[O:43])=[O:4])=[N:14][C:13]=3[C:15]3[CH:16]=[N:17][C:18]([O:21][CH2:22][CH3:23])=[N:19][CH:20]=3)[CH:8]=[C:9]([C:32]3[CH:33]=[CH:34][CH:35]=[CH:36][CH:37]=3)[C:10]2=[O:31])[CH2:30][CH2:29][CH2:28][CH2:27][CH2:26]1. (2) The product is: [I-:1].[NH2:2][O:3][CH2:4][CH2:5][N+:6]([CH2:8][CH2:9][OH:10])([CH3:11])[CH3:7]. Given the reactants [I-:1].[NH2:2][O:3][CH2:4][CH2:5][N+:6]([CH2:11]CON)([CH2:8][CH2:9][OH:10])[CH3:7].C1(=O)N(OCCN(CCO)CCON2C(=O)C3=CC=CC=C3C2=O)C(=O)C2=CC=CC=C12, predict the reaction product. (3) Given the reactants Br[C:2]1[CH:16]=[CH:15][C:5]([O:6][CH:7]2[CH2:12][CH2:11][N:10]([CH:13]=[O:14])[CH2:9][CH2:8]2)=[C:4]([O:17][CH3:18])[CH:3]=1.[B:19]1([B:19]2[O:23][C:22]([CH3:25])([CH3:24])[C:21]([CH3:27])([CH3:26])[O:20]2)[O:23][C:22]([CH3:25])([CH3:24])[C:21]([CH3:27])([CH3:26])[O:20]1.CC([O-])=O.[K+], predict the reaction product. The product is: [CH3:18][O:17][C:4]1[CH:3]=[C:2]([B:19]2[O:23][C:22]([CH3:25])([CH3:24])[C:21]([CH3:27])([CH3:26])[O:20]2)[CH:16]=[CH:15][C:5]=1[O:6][CH:7]1[CH2:12][CH2:11][N:10]([CH:13]=[O:14])[CH2:9][CH2:8]1. (4) Given the reactants C(O[C:4]([C:6]1[N:18]=[C:17]([CH3:19])[C:16]2[C:15]3[CH:14]=[CH:13][CH:12]=[CH:11][C:10]=3[N:9]([C:20]3[CH:25]=[CH:24][CH:23]=[CH:22][CH:21]=3)[C:8]=2[C:7]=1[OH:26])=[O:5])C.[NH2:27][CH2:28][C:29]([OH:31])=[O:30].C[O-].[Na+].CO, predict the reaction product. The product is: [OH:26][C:7]1[C:8]2[N:9]([C:20]3[CH:21]=[CH:22][CH:23]=[CH:24][CH:25]=3)[C:10]3[CH:11]=[CH:12][CH:13]=[CH:14][C:15]=3[C:16]=2[C:17]([CH3:19])=[N:18][C:6]=1[C:4]([NH:27][CH2:28][C:29]([OH:31])=[O:30])=[O:5]. (5) Given the reactants [CH:1]([C:4]1[C:5]([O:13][CH3:14])=[CH:6][C:7]([CH3:12])=[C:8]([CH:11]=1)[CH:9]=O)([CH3:3])[CH3:2].[C:15]([NH:18][C:19]1[CH:27]=[C:26]2[C:22]([CH2:23][C:24](=[O:28])[NH:25]2)=[CH:21][CH:20]=1)(=[O:17])[CH3:16].N1CCCC1.O, predict the reaction product. The product is: [CH:1]([C:4]1[C:5]([O:13][CH3:14])=[CH:6][C:7]([CH3:12])=[C:8]([CH:11]=1)[CH:9]=[C:23]1[C:22]2[C:26](=[CH:27][C:19]([NH:18][C:15](=[O:17])[CH3:16])=[CH:20][CH:21]=2)[NH:25][C:24]1=[O:28])([CH3:3])[CH3:2]. (6) Given the reactants [NH2:1][C:2]1([C:6]2[CH:11]=[CH:10][C:9]([C:12]3[O:20][C:19]4[CH:18]=[CH:17][NH:16][C:15](=[O:21])[C:14]=4[C:13]=3[C:22]3[CH:27]=[CH:26][CH:25]=[CH:24][CH:23]=3)=[CH:8][CH:7]=2)[CH2:5][CH2:4][CH2:3]1.[C:28](O[C:28]([O:30][C:31]([CH3:34])([CH3:33])[CH3:32])=[O:29])([O:30][C:31]([CH3:34])([CH3:33])[CH3:32])=[O:29], predict the reaction product. The product is: [O:21]=[C:15]1[C:14]2[C:13]([C:22]3[CH:27]=[CH:26][CH:25]=[CH:24][CH:23]=3)=[C:12]([C:9]3[CH:8]=[CH:7][C:6]([C:2]4([NH:1][C:28](=[O:29])[O:30][C:31]([CH3:34])([CH3:33])[CH3:32])[CH2:3][CH2:4][CH2:5]4)=[CH:11][CH:10]=3)[O:20][C:19]=2[CH:18]=[CH:17][NH:16]1. (7) Given the reactants C(N(CC)CC)C.[CH3:8][C:9]1[N:10]=[C:11]([NH2:27])[S:12][C:13]=1[C:14]1[N:15]=[C:16]([C:19]([N:21]2[CH2:26][CH2:25][O:24][CH2:23][CH2:22]2)=[O:20])[S:17][CH:18]=1.[CH:28]1[N:32]=[CH:31][N:30]([C:33](N2C=NC=C2)=[O:34])[CH:29]=1.CN(C=O)C, predict the reaction product. The product is: [CH3:8][C:9]1[N:10]=[C:11]([NH:27][C:33]([N:30]2[CH:29]=[CH:28][N:32]=[CH:31]2)=[O:34])[S:12][C:13]=1[C:14]1[N:15]=[C:16]([C:19]([N:21]2[CH2:26][CH2:25][O:24][CH2:23][CH2:22]2)=[O:20])[S:17][CH:18]=1. (8) Given the reactants Br[C:2]1[CH:14]=[CH:13][C:12]2[C:11]3[C:6](=[CH:7][C:8](Br)=[CH:9][CH:10]=3)[C:5]([CH2:18][CH3:19])([CH2:16][CH3:17])[C:4]=2[CH:3]=1.[CH2:20]([O:28][C:29]1[CH:34]=[CH:33][C:32]([C:35]2[CH:40]=[CH:39][C:38](B(O)O)=[CH:37][CH:36]=2)=[CH:31][CH:30]=1)[CH2:21][CH2:22][CH2:23][CH2:24][CH2:25][CH2:26][CH3:27].C(=O)([O-])[O-].[Na+].[Na+].CO[CH2:52][CH2:53][O:54][CH3:55], predict the reaction product. The product is: [CH2:16]([C:5]1([CH2:18][CH3:19])[C:4]2[CH:3]=[C:2]([C:38]3[CH:39]=[CH:40][C:35]([C:32]4[CH:33]=[CH:34][C:29]([O:28][CH2:20][CH2:21][CH2:22][CH2:23][CH2:24][CH2:25][CH2:26][CH3:27])=[CH:30][CH:31]=4)=[CH:36][CH:37]=3)[CH:14]=[CH:13][C:12]=2[C:11]2[C:6]1=[CH:7][C:8]([C:29]1[CH:30]=[CH:31][C:32]([C:35]3[CH:36]=[CH:37][C:53]([O:54][CH2:55][CH2:26][CH2:25][CH2:24][CH2:23][CH2:22][CH2:21][CH3:20])=[CH:52][CH:40]=3)=[CH:33][CH:34]=1)=[CH:9][CH:10]=2)[CH3:17].